Predict which catalyst facilitates the given reaction. From a dataset of Catalyst prediction with 721,799 reactions and 888 catalyst types from USPTO. (1) Reactant: O1B([C@@H](NC(=O)[C@@H](NC(C2C=NC=CN=2)=O)CC2C=CC=CC=2)CC(C)C)[O:5][B:4]([C@@H:32]([NH:37][C:38](=[O:56])[C@@H:39]([NH:47][C:48]([C:50]2[CH:55]=[N:54][CH:53]=[CH:52][N:51]=2)=[O:49])[CH2:40][C:41]2[CH:46]=[CH:45][CH:44]=[CH:43][CH:42]=2)[CH2:33][CH:34]([CH3:36])[CH3:35])[O:3]B1[C@@H](NC(=O)[C@@H](NC(C1C=NC=CN=1)=O)CC1C=CC=CC=1)CC(C)C.[C:82](O)(=[O:89])[C@@H:83]([CH2:85][C:86]([OH:88])=[O:87])O. Product: [CH3:35][CH:34]([CH3:36])[CH2:33][C@@H:32]([B:4]1[O:5][C@H:83]([CH2:85][C:86]([OH:88])=[O:87])[C:82](=[O:89])[O:3]1)[NH:37][C:38](=[O:56])[C@@H:39]([NH:47][C:48]([C:50]1[CH:55]=[N:54][CH:53]=[CH:52][N:51]=1)=[O:49])[CH2:40][C:41]1[CH:46]=[CH:45][CH:44]=[CH:43][CH:42]=1. The catalyst class is: 21. (2) Reactant: Cl[C:2]1[C:11]2[C:6](=[CH:7][CH:8]=[CH:9][CH:10]=2)[N:5]=[CH:4][C:3]=1[N+:12]([O-:14])=[O:13].[NH2:15][CH2:16][CH:17]([OH:27])[CH2:18][NH:19][C:20](=[O:26])[O:21][C:22]([CH3:25])([CH3:24])[CH3:23].C(N(CC)CC)C. Product: [OH:27][CH:17]([CH2:16][NH:15][C:2]1[C:11]2[C:6](=[CH:7][CH:8]=[CH:9][CH:10]=2)[N:5]=[CH:4][C:3]=1[N+:12]([O-:14])=[O:13])[CH2:18][NH:19][C:20](=[O:26])[O:21][C:22]([CH3:24])([CH3:25])[CH3:23]. The catalyst class is: 3. (3) Reactant: [OH:1][C:2]1[CH:11]=[C:10]2[C:5]([C:6](=[O:18])[C:7]([C:12]3[CH:17]=[CH:16][CH:15]=[CH:14][CH:13]=3)=[CH:8][O:9]2)=[CH:4][CH:3]=1.[H-].[Na+].[C:21](Cl)(=[O:26])[C:22]([CH3:25])([CH3:24])[CH3:23].O. Product: [C:21]([O:1][C:2]1[CH:11]=[C:10]2[C:5]([C:6](=[O:18])[C:7]([C:12]3[CH:17]=[CH:16][CH:15]=[CH:14][CH:13]=3)=[CH:8][O:9]2)=[CH:4][CH:3]=1)(=[O:26])[C:22]([CH3:25])([CH3:24])[CH3:23]. The catalyst class is: 9.